From a dataset of Human Reference Interactome with 51,813 positive PPI pairs across 8,248 proteins, plus equal number of experimentally-validated negative pairs. Binary Classification. Given two protein amino acid sequences, predict whether they physically interact or not. (1) Protein 1 (ENSG00000138382) has sequence MKKVRLKELESRLQQVDGFEKPKLLLEQYPTRPHIAACMLYTIHNTYDDIENKVVADLGCGCGVLSIGTAMLGAGLCVGFDIDEDALEIFNRNAEEFELTNIDMVQCDVCLLSNRMSKSFDTVIMNPPFGTKNNKGTDMAFLKTALEMARTAVYSLHKSSTREHVQKKAAEWKIKIDIIAELRYDLPASYKFHKKKSVDIEVDLIRFSF*MKKVRLKELESRLQQVDGFEKPKLLLEQYPTRPHIAACMLYTIHNTYDDIENKVVADLGCGCGVLSIGTAMLGAGLCVGFDIDEDALEIF.... Protein 2 (ENSG00000173113) has sequence MKLLTHNLLSSHVRGVGSRGFPLRLQATEVRICPVEFNPNFVARMIPKVEWSAFLEAADNVPKGPVEGYEENEEFLRTMHHLLLEVEVIEGTLQCPESGRMFPISRGIPNMLLSEEETES*MCGGWGPVASPCASRYPPAAVFPFRAGWWAGVQCLPKLLRPAGHRGPYLPCGIQPQLRGAYDT*MKLLTHNLLSSHVRGVGSRGFPLRLQATEVRICPVEFNPNFVARMIPKVEWSAFLEAADNLRLIQVPKGPVEGYEENEEFLRTMHHLLLEVRSGPSLASRATCLPH*MKLLTHNL.... Result: 1 (the proteins interact). (2) Protein 1 (ENSG00000132275) has sequence MFEEPEWAEAAPVAAGLGPVISRPPPAASSQNKGSKRRQLLATLRALEAASLSQHPPSLCISDSEEEEEERKKKCPKKASFASASAEVGKKGKKKCQKQGPPCSDSEEEVERKKKCHKQALVGSDSAEDEKRKRKCQKHAPINSAQHLDNVDQTGPKAWKGSTTNDPPKQSPGSTSPKPPHTLSRKQWRNRQKNKRRCKNKFQPPQVPDQAPAEAPTEKTEVSPVPRTDSHEARAGALRARMAQRLDGARFRYLNEQLYSGPSSAAQRLFQEDPEAFLLYHRGFQSQVKKWPLQPVDRIA.... Protein 2 (ENSG00000135525) has sequence MAELGAGGDGHRGGDGAVRSETAPDSYKVQDKKNASSRPASAISGQNNNHSGNKPDPPPVLRVDDRQRLARERREEREKQLAAREIVWLEREERARQHYEKHLEERKKRLEEQRQKEERRRAAVEEKRRQRLEEDKERHEAVVRRTMERSQKPKQKHNRWSWGGSLHGSPSIHSADPDRRSVSTMNLSKYVDPVISKRLSSSSATLLNSPDRARRLQLSPWESSVVNRLLTPTHSFLARSKSTAALSGEAASCSPIIMPYKAAHSRNSMDRPKLFVTPPEGSSRRRIIHGTASYKKERER.... Result: 0 (the proteins do not interact). (3) Protein 1 (ENSG00000164010) has sequence MEMASSAGSWLSGCLIPLVFLRLSVHVSGHAGDAGKFHVALLGGTAELLCPLSLWPGTVPKEVRWLRSPFPQRSQAVHIFRDGKDQDEDLMPEYKGRTVLVRDAQEGSVTLQILDVRLEDQGSYRCLIQVGNLSKEDTVILQVAAPSVGSLSPSAVALAVILPVLVLLIMVCLCLIWKQRRAKEKLLYEHVTEVDNLLSDHAKEKGKLHKAVKKLRSELKLKRAAANSGWRRARLHFVAVTLDPDTAHPKLILSEDQRCVRLGDRRQPVPDNPQRFDFVVSILGSEYFTTGCHYWEVYVG.... Protein 2 (ENSG00000103064) has sequence MEAREPGRPTPTYHLVPNTSQSQVEEDVSSPPQRSSETMQLKKEISLLNGVSLVVGNMIGSGIFVSPKGVLVHTASYGMSLIVWAIGGLFSVVGALCYAELGTTITKSGASYAYILEAFGGFIAFIRLWVSLLVVEPTGQAIIAITFANYIIQPSFPSCDPPYLACRLLAAACICLLTFVNCAYVKWGTRVQDTFTYAKVVALIAIIVMGLVKLCQGHSEHFQDAFEGSSWDMGNLSLALYSALFSYSGWDTLNFVTEEIKNPERNLPLAIGISMPIVTLIYILTNVAYYTVLNISDVLS.... Result: 0 (the proteins do not interact). (4) Protein 1 (ENSG00000145907) has sequence MVMEKPSPLLVGREFVRQYYTLLNQAPDMLHRFYGKNSSYVHGGLDSNGKPADAVYGQKEIHRKVMSQNFTNCHTKIRHVDAHATLNDGVVVQVMGLLSNNNQALRRFMQTFVLAPEGSVANKFYVHNDIFRYQDEVFGGFVTEPQEESEEEVEEPEERQQTPEVVPDDSGTFYDQAVVSNDMEEHLEEPVAEPEPDPEPEPEQEPVSEIQEEKPEPVLEETAPEDAQKSSSPAPADIAQTVQEDLRTFSWASVTSKNLPPSGAVPVTGIPPHVVKVPASQPRPESKPESQIPPQRPQRD.... Protein 2 (ENSG00000197070) has sequence MGRVQLFEISLSHGRVVYSPGEPLAGTVRVRLGAPLPFRAIRVTCIGSCGVSNKANDTAWVVEEGYFNSSLSLADKGSLPAGEHSFPFQFLLPATAPTSFEGPFGKIVHQVRAAIHTPRFSKDHKCSLVFYILSPLNLNSIPDIEQPNVASATKKFSYKLVKTGSVVLTASTDLRGYVVGQALQLHADVENQSGKDTSPVVASLLQKVSYKAKRWIHDVRTIAEVEGAGVKAWRRAQWHEQILVPALPQSALPGCSLIHIDYYLQVSLKAPEATVTLPVFIGNIAVNHAPVSPRPGLGLP.... Result: 0 (the proteins do not interact).